This data is from Reaction yield outcomes from USPTO patents with 853,638 reactions. The task is: Predict the reaction yield, written as a fraction of the theoretical maximum amount of product (1.0 means a 100% yield; for example, 0.34 means a 34% yield). The reactants are [F:1][C:2]1[CH:3]=[C:4]([C:12]2[C:20]3[C:19](=[O:21])[CH2:18][CH2:17][C:16]=3[CH:15]=[N:14][CH:13]=2)[CH:5]=[CH:6][C:7]=1[C:8]([F:11])([F:10])[F:9].[BH4-].[Na+]. The catalyst is CO. The product is [F:1][C:2]1[CH:3]=[C:4]([C:12]2[C:20]3[CH:19]([OH:21])[CH2:18][CH2:17][C:16]=3[CH:15]=[N:14][CH:13]=2)[CH:5]=[CH:6][C:7]=1[C:8]([F:11])([F:10])[F:9]. The yield is 0.880.